Dataset: Full USPTO retrosynthesis dataset with 1.9M reactions from patents (1976-2016). Task: Predict the reactants needed to synthesize the given product. (1) Given the product [NH2:4][CH2:5][C:6]([NH:12][C:13]([O:15][CH2:16][C:17]1[CH:18]=[CH:19][CH:20]=[CH:21][CH:22]=1)=[O:14])([CH3:11])[C:7]([O:9][CH3:10])=[O:8], predict the reactants needed to synthesize it. The reactants are: C([NH:4][CH2:5][C:6]([NH:12][C:13]([O:15][CH2:16][C:17]1[CH:22]=[CH:21][CH:20]=[CH:19][CH:18]=1)=[O:14])([CH3:11])[C:7]([O:9][CH3:10])=[O:8])C=C. (2) Given the product [CH3:47][O:48][C@@H:41]([C@@H:36]1[CH2:34][CH2:35][CH2:33][N:32]1[C:30]([O:29][C:25]([CH3:26])([CH3:27])[CH3:28])=[O:31])[C@@H:40]([CH3:39])[C:6]([NH:7][C@@:8]1([C:9]([N:11]2[CH2:16][CH2:15][CH2:14][CH2:13][O:12]2)=[O:10])[CH2:52][C@@H:17]1[C:18]1[CH:19]=[CH:20][CH:21]=[CH:22][CH:23]=1)=[O:24], predict the reactants needed to synthesize it. The reactants are: C(O[C:6](=[O:24])[NH:7][C@@H:8]([CH2:17][C:18]1[CH:23]=[CH:22][CH:21]=[CH:20][CH:19]=1)[C:9]([N:11]1[CH2:16][CH2:15][CH2:14][CH2:13][O:12]1)=[O:10])(C)(C)C.[C:25]([O:29][C:30]([NH:32][C@@:33]1(C(O)=O)[CH2:35][C@@H:34]1[C:36]1[CH:41]=[CH:40][CH:39]=CC=1)=[O:31])([CH3:28])([CH3:27])[CH3:26].FC(F)(F)[C:47](O)=[O:48].[CH2:52](OC(N[C@H](C(N(C)[C@@H]([C@@H](C)CC)[C@H](OC)CC(OC(C)(C)C)=O)=O)C(C)C)=O)C1C=CC=CC=1.